Dataset: Catalyst prediction with 721,799 reactions and 888 catalyst types from USPTO. Task: Predict which catalyst facilitates the given reaction. (1) Reactant: [SH:1][C:2]1[N:6]2[CH:7]=[C:8]([C:11]#[N:12])[CH:9]=[CH:10][C:5]2=[N:4][N:3]=1.[C:13]([NH:16][NH2:17])(=O)[CH3:14].CC([O-])(C)C.[Na+]. Product: [CH3:14][C:13]1[NH:16][N:17]=[C:11]([C:8]2[CH:9]=[CH:10][C:5]3[N:6]([C:2]([SH:1])=[N:3][N:4]=3)[CH:7]=2)[N:12]=1. The catalyst class is: 41. (2) Reactant: [CH:1]1([C:4]2[C:14]3[CH2:13][CH2:12][N:11]([C:15]([O:17][C:18]([CH3:21])([CH3:20])[CH3:19])=[O:16])[CH2:10][CH2:9][C:8]=3[CH:7]=[C:6]3[O:22][CH2:23][CH2:24][N:25]([CH2:26][C@@H:27]([O:40][CH3:41])[CH2:28]OS(C4C=CC(C)=CC=4)(=O)=O)[C:5]=23)[CH2:3][CH2:2]1.[F-:42].C([N+](CCCC)(CCCC)CCCC)CCC.C(=O)([O-])O.[Na+]. Product: [CH:1]1([C:4]2[C:14]3[CH2:13][CH2:12][N:11]([C:15]([O:17][C:18]([CH3:21])([CH3:20])[CH3:19])=[O:16])[CH2:10][CH2:9][C:8]=3[CH:7]=[C:6]3[O:22][CH2:23][CH2:24][N:25]([CH2:26][C@@H:27]([O:40][CH3:41])[CH2:28][F:42])[C:5]=23)[CH2:3][CH2:2]1. The catalyst class is: 1. (3) Reactant: [CH3:1][N:2]1[C@H:11]2[CH2:12][C:13]3[CH:18]=[CH:17][C:16]([O:19][CH3:20])=[CH:15][C:14]=3[C@:5]3([C@@H:10]2[CH2:9][CH2:8][CH2:7][CH2:6]3)[CH2:4][CH2:3]1.Br. Product: [CH3:1][N:2]1[C@H:11]2[CH2:12][C:13]3[CH:18]=[CH:17][C:16]([O:19][CH3:20])=[CH:15][C:14]=3[C@:5]3([C@@H:10]2[CH2:9][CH2:8][CH2:7][CH2:6]3)[CH2:4][CH2:3]1. The catalyst class is: 6. (4) Reactant: N[C:2]1[CH:7]=[CH:6][N:5]=[C:4]([C:8]2[N:9]=[N:10][N:11]([CH2:19][C:20]3[CH:25]=[C:24]([C:26]([F:29])([F:28])[F:27])[CH:23]=[C:22]([C:30]([F:33])([F:32])[F:31])[CH:21]=3)[C:12]=2[C:13]2[CH:18]=[CH:17][CH:16]=[CH:15][CH:14]=2)[C:3]=1[C:34]([C:36]1[CH:41]=[CH:40][CH:39]=[CH:38][C:37]=1[Cl:42])=[O:35].C(ON=O)CC(C)C. Product: [F:33][C:30]([F:31])([F:32])[C:22]1[CH:21]=[C:20]([CH:25]=[C:24]([C:26]([F:27])([F:28])[F:29])[CH:23]=1)[CH2:19][N:11]1[C:12]([C:13]2[CH:14]=[CH:15][CH:16]=[CH:17][CH:18]=2)=[C:8]([C:4]2[C:3]([C:34]([C:36]3[CH:41]=[CH:40][CH:39]=[CH:38][C:37]=3[Cl:42])=[O:35])=[CH:2][CH:7]=[CH:6][N:5]=2)[N:9]=[N:10]1. The catalyst class is: 1. (5) Reactant: [Cl:1][C:2]1[CH:7]=[CH:6][C:5]([N:8]2[C:14](=O)[C:13]([CH3:17])([CH3:16])[C:12]3=[N:18][N:19]=[C:20]([CH3:21])[N:11]3[C:10]3[CH:22]=[CH:23][CH:24]=[CH:25][C:9]2=3)=[CH:4][CH:3]=1.B.C1COCC1. Product: [Cl:1][C:2]1[CH:7]=[CH:6][C:5]([N:8]2[CH2:14][C:13]([CH3:17])([CH3:16])[C:12]3=[N:18][N:19]=[C:20]([CH3:21])[N:11]3[C:10]3[CH:22]=[CH:23][CH:24]=[CH:25][C:9]2=3)=[CH:4][CH:3]=1. The catalyst class is: 1.